The task is: Predict the reactants needed to synthesize the given product.. This data is from Full USPTO retrosynthesis dataset with 1.9M reactions from patents (1976-2016). (1) Given the product [CH:12]1([C:3]2[C:4]([O:10][CH3:11])=[CH:5][C:6]([O:8][CH3:9])=[CH:7][C:2]=2[F:1])[CH2:13][CH2:14][CH2:15][CH2:16][CH2:17]1, predict the reactants needed to synthesize it. The reactants are: [F:1][C:2]1[CH:7]=[C:6]([O:8][CH3:9])[CH:5]=[C:4]([O:10][CH3:11])[C:3]=1[C:12]1(O)[CH2:17][CH2:16][CH2:15][CH2:14][CH2:13]1.CCOC(C)=O. (2) Given the product [N+:1]([C:4]1[CH:9]=[CH:8][C:7]([O:10][CH2:18][C:19]([O:21][CH3:22])=[O:20])=[CH:6][CH:5]=1)([O-:3])=[O:2], predict the reactants needed to synthesize it. The reactants are: [N+:1]([C:4]1[CH:9]=[CH:8][C:7]([OH:10])=[CH:6][CH:5]=1)([O-:3])=[O:2].C([O-])([O-])=O.[K+].[K+].Cl[CH2:18][C:19]([O:21][CH3:22])=[O:20]. (3) Given the product [O:14]1[CH2:15][CH2:16][CH2:17][CH2:18][CH:13]1[N:7]1[CH:6]=[C:5]2[C:9]([CH:10]=[CH:11][CH:12]=[C:4]2[NH2:1])=[N:8]1, predict the reactants needed to synthesize it. The reactants are: [N+:1]([C:4]1[C:5]2[C:9]([CH:10]=[CH:11][CH:12]=1)=[N:8][N:7]([CH:13]1[CH2:18][CH2:17][CH2:16][CH2:15][O:14]1)[CH:6]=2)([O-])=O. (4) Given the product [CH2:38]([NH:40][C:25](=[O:26])[CH2:24][C:21]1[CH:20]=[CH:19][C:18]([C:15]2[CH:14]=[CH:13][C:12]([O:11][CH2:10][C:9]3[C:8]([C:6]([O:5][C:1]([CH3:3])([CH3:4])[CH3:2])=[O:7])=[C:31]([OH:32])[C:30]([C:33]([F:35])([F:34])[F:36])=[CH:29][CH:28]=3)=[CH:17][CH:16]=2)=[CH:23][CH:22]=1)[CH3:39], predict the reactants needed to synthesize it. The reactants are: [C:1]([O:5][C:6]([C:8]1[C:31]([OH:32])=[C:30]([C:33]([F:36])([F:35])[F:34])[CH:29]=[CH:28][C:9]=1[CH2:10][O:11][C:12]1[CH:17]=[CH:16][C:15]([C:18]2[CH:23]=[CH:22][C:21]([CH2:24][C:25](O)=[O:26])=[CH:20][CH:19]=2)=[CH:14][CH:13]=1)=[O:7])([CH3:4])([CH3:3])[CH3:2].Cl.[CH2:38]([NH2:40])[CH3:39]. (5) Given the product [CH2:1]([C:8]1[CH:13]=[CH:12][C:11]([N:14]2[CH2:15][C:16](=[O:21])[NH:17][S:18]2(=[O:20])=[O:19])=[C:10]([O:22][C:29](=[O:36])[C:30]2[CH:35]=[CH:34][CH:33]=[CH:32][CH:31]=2)[CH:9]=1)[C:2]1[CH:3]=[CH:4][CH:5]=[CH:6][CH:7]=1, predict the reactants needed to synthesize it. The reactants are: [CH2:1]([C:8]1[CH:13]=[CH:12][C:11]([N:14]2[S:18](=[O:20])(=[O:19])[NH:17][C:16](=[O:21])[CH2:15]2)=[C:10]([OH:22])[CH:9]=1)[C:2]1[CH:7]=[CH:6][CH:5]=[CH:4][CH:3]=1.CC([O-])(C)C.[K+].[C:29](Cl)(=[O:36])[C:30]1[CH:35]=[CH:34][CH:33]=[CH:32][CH:31]=1. (6) Given the product [OH:13][CH:12]1[C:11]2[C:10](=[CH:17][CH:16]=[CH:15][CH:14]=2)[C:9](=[O:18])[N:8]1[CH2:1][C:2]1[CH:7]=[CH:6][CH:5]=[CH:4][CH:3]=1, predict the reactants needed to synthesize it. The reactants are: [CH2:1]([N:8]1[C:12](=[O:13])[C:11]2=[CH:14][CH:15]=[CH:16][CH:17]=[C:10]2[C:9]1=[O:18])[C:2]1[CH:7]=[CH:6][CH:5]=[CH:4][CH:3]=1.O.